This data is from Full USPTO retrosynthesis dataset with 1.9M reactions from patents (1976-2016). The task is: Predict the reactants needed to synthesize the given product. (1) Given the product [Br-:30].[OH:10][C:9]([C:11]1[CH:15]=[CH:14][S:13][CH:12]=1)([C:16]1[CH:20]=[CH:19][S:18][CH:17]=1)[C:4]12[CH2:7][CH2:8][N+:1]([CH2:29][CH2:28][O:27][C:21]3[CH:26]=[CH:25][CH:24]=[CH:23][CH:22]=3)([CH2:6][CH2:5]1)[CH2:2][CH2:3]2, predict the reactants needed to synthesize it. The reactants are: [N:1]12[CH2:8][CH2:7][C:4]([C:9]([C:16]3[CH:20]=[CH:19][S:18][CH:17]=3)([C:11]3[CH:15]=[CH:14][S:13][CH:12]=3)[OH:10])([CH2:5][CH2:6]1)[CH2:3][CH2:2]2.[C:21]1([O:27][CH2:28][CH2:29][Br:30])[CH:26]=[CH:25][CH:24]=[CH:23][CH:22]=1. (2) Given the product [Cl:1][C:2]1[CH:7]=[CH:6][C:5]([CH:8]([C:28]2[CH:33]=[CH:32][CH:31]=[C:30]([C:34]#[N:35])[CH:29]=2)[N:9]2[CH2:12][CH:11]([CH:13]([C:18]3[CH:19]=[C:20]([CH:24]=[C:25]([F:27])[CH:26]=3)[C:21]([N:37]([CH3:38])[CH3:36])=[O:23])[C:14]([F:17])([CH3:15])[CH3:16])[CH2:10]2)=[CH:4][CH:3]=1, predict the reactants needed to synthesize it. The reactants are: [Cl:1][C:2]1[CH:7]=[CH:6][C:5]([CH:8]([C:28]2[CH:33]=[CH:32][CH:31]=[C:30]([C:34]#[N:35])[CH:29]=2)[N:9]2[CH2:12][CH:11]([CH:13]([C:18]3[CH:19]=[C:20]([CH:24]=[C:25]([F:27])[CH:26]=3)[C:21]([OH:23])=O)[C:14]([F:17])([CH3:16])[CH3:15])[CH2:10]2)=[CH:4][CH:3]=1.[CH3:36][NH:37][CH3:38]. (3) Given the product [CH:33]1([N:28]2[C:29]3[C@@:24]([CH3:37])([C@H:23]4[CH2:22][CH2:21][C@@:20]5([CH3:38])[C@@H:19]([CH2:18][CH:17]=[C:16]5[C:3]5[CH:2]=[N:1][CH:6]=[CH:5][CH:4]=5)[C@@H:32]4[CH2:31][CH:30]=3)[CH2:25][CH2:26][C:27]2=[O:36])[CH2:35][CH2:34]1, predict the reactants needed to synthesize it. The reactants are: [N:1]1[CH:6]=[CH:5][CH:4]=[C:3](B(O)O)[CH:2]=1.FC(F)(F)S(O[C:16]1[C@@:20]2([CH3:38])[CH2:21][CH2:22][C@H:23]3[C@H:32]([C@@H:19]2[CH2:18][CH:17]=1)[CH2:31][CH:30]=[C:29]1[C@:24]3([CH3:37])[CH2:25][CH2:26][C:27](=[O:36])[N:28]1[CH:33]1[CH2:35][CH2:34]1)(=O)=O.